Dataset: NCI-60 drug combinations with 297,098 pairs across 59 cell lines. Task: Regression. Given two drug SMILES strings and cell line genomic features, predict the synergy score measuring deviation from expected non-interaction effect. (1) Drug 1: CC(CN1CC(=O)NC(=O)C1)N2CC(=O)NC(=O)C2. Drug 2: CN(CCCl)CCCl.Cl. Cell line: SNB-19. Synergy scores: CSS=15.8, Synergy_ZIP=-6.62, Synergy_Bliss=0.177, Synergy_Loewe=-0.0710, Synergy_HSA=0.719. (2) Drug 1: C1CC(=O)NC(=O)C1N2CC3=C(C2=O)C=CC=C3N. Drug 2: C#CCC(CC1=CN=C2C(=N1)C(=NC(=N2)N)N)C3=CC=C(C=C3)C(=O)NC(CCC(=O)O)C(=O)O. Cell line: PC-3. Synergy scores: CSS=46.8, Synergy_ZIP=-2.06, Synergy_Bliss=-0.951, Synergy_Loewe=-8.81, Synergy_HSA=0.659. (3) Drug 1: CN(CC1=CN=C2C(=N1)C(=NC(=N2)N)N)C3=CC=C(C=C3)C(=O)NC(CCC(=O)O)C(=O)O. Drug 2: C1=NC2=C(N1)C(=S)N=CN2. Cell line: SK-MEL-2. Synergy scores: CSS=-6.66, Synergy_ZIP=5.34, Synergy_Bliss=0.800, Synergy_Loewe=-6.48, Synergy_HSA=-7.50. (4) Drug 1: CN1C2=C(C=C(C=C2)N(CCCl)CCCl)N=C1CCCC(=O)O.Cl. Drug 2: CCCCCOC(=O)NC1=NC(=O)N(C=C1F)C2C(C(C(O2)C)O)O. Cell line: SF-295. Synergy scores: CSS=6.88, Synergy_ZIP=8.00, Synergy_Bliss=11.6, Synergy_Loewe=7.08, Synergy_HSA=4.64. (5) Drug 1: C1CCN(CC1)CCOC2=CC=C(C=C2)C(=O)C3=C(SC4=C3C=CC(=C4)O)C5=CC=C(C=C5)O. Drug 2: C1CC(C1)(C(=O)O)C(=O)O.[NH2-].[NH2-].[Pt+2]. Cell line: HCT-15. Synergy scores: CSS=18.0, Synergy_ZIP=-0.859, Synergy_Bliss=3.74, Synergy_Loewe=-1.95, Synergy_HSA=-0.165. (6) Drug 1: CN1C(=O)N2C=NC(=C2N=N1)C(=O)N. Drug 2: C1CCC(C(C1)N)N.C(=O)(C(=O)[O-])[O-].[Pt+4]. Cell line: HS 578T. Synergy scores: CSS=13.7, Synergy_ZIP=1.09, Synergy_Bliss=0.0946, Synergy_Loewe=-3.48, Synergy_HSA=3.75. (7) Drug 1: C1=NC2=C(N1)C(=S)N=C(N2)N. Drug 2: CCN(CC)CCNC(=O)C1=C(NC(=C1C)C=C2C3=C(C=CC(=C3)F)NC2=O)C. Cell line: NCI-H322M. Synergy scores: CSS=37.3, Synergy_ZIP=5.03, Synergy_Bliss=5.67, Synergy_Loewe=2.88, Synergy_HSA=4.05. (8) Drug 1: CS(=O)(=O)C1=CC(=C(C=C1)C(=O)NC2=CC(=C(C=C2)Cl)C3=CC=CC=N3)Cl. Drug 2: CS(=O)(=O)CCNCC1=CC=C(O1)C2=CC3=C(C=C2)N=CN=C3NC4=CC(=C(C=C4)OCC5=CC(=CC=C5)F)Cl. Cell line: K-562. Synergy scores: CSS=25.6, Synergy_ZIP=1.11, Synergy_Bliss=10.3, Synergy_Loewe=8.33, Synergy_HSA=9.65. (9) Drug 1: CCC1(C2=C(COC1=O)C(=O)N3CC4=CC5=C(C=CC(=C5CN(C)C)O)N=C4C3=C2)O.Cl. Drug 2: COCCOC1=C(C=C2C(=C1)C(=NC=N2)NC3=CC=CC(=C3)C#C)OCCOC.Cl. Cell line: RXF 393. Synergy scores: CSS=9.24, Synergy_ZIP=-1.98, Synergy_Bliss=-1.24, Synergy_Loewe=-13.0, Synergy_HSA=-0.521. (10) Drug 1: CC1OCC2C(O1)C(C(C(O2)OC3C4COC(=O)C4C(C5=CC6=C(C=C35)OCO6)C7=CC(=C(C(=C7)OC)O)OC)O)O. Drug 2: CCN(CC)CCNC(=O)C1=C(NC(=C1C)C=C2C3=C(C=CC(=C3)F)NC2=O)C. Cell line: NCI-H322M. Synergy scores: CSS=5.17, Synergy_ZIP=-0.451, Synergy_Bliss=1.89, Synergy_Loewe=0.0610, Synergy_HSA=-0.0106.